Dataset: Reaction yield outcomes from USPTO patents with 853,638 reactions. Task: Predict the reaction yield, written as a fraction of the theoretical maximum amount of product (1.0 means a 100% yield; for example, 0.34 means a 34% yield). (1) The reactants are [Br:1][C:2]1[CH:3]=[C:4]([N:9]2[C:13](=[O:14])[O:12][N:11]=[C:10]2[C:15]2[C:19]([NH:20][CH2:21][CH2:22][O:23]C)=[N:18][O:17][N:16]=2)[CH:5]=[CH:6][C:7]=1[F:8].B(Br)(Br)Br. The catalyst is ClCCl. The product is [Br:1][C:2]1[CH:3]=[C:4]([N:9]2[C:13](=[O:14])[O:12][N:11]=[C:10]2[C:15]2[C:19]([NH:20][CH2:21][CH2:22][OH:23])=[N:18][O:17][N:16]=2)[CH:5]=[CH:6][C:7]=1[F:8]. The yield is 0.990. (2) The reactants are Cl[CH2:2][C:3]1[CH:12]=[CH:11][C:6]2[O:7][CH2:8][CH2:9][O:10][C:5]=2[CH:4]=1.[C-:13]#[N:14].[Na+].O. The catalyst is CS(C)=O. The product is [O:7]1[CH2:8][CH2:9][O:10][C:5]2[CH:4]=[C:3]([CH2:2][C:13]#[N:14])[CH:12]=[CH:11][C:6]1=2. The yield is 0.860. (3) The reactants are C([N:8]1[CH2:12][CH2:11][C:10]([C:14]2[CH:19]=[CH:18][C:17]([NH:20][C:21](=[O:29])[C:22]3[CH:27]=[CH:26][C:25](Cl)=[CH:24][CH:23]=3)=[CH:16][CH:15]=2)([CH3:13])[CH2:9]1)C1C=CC=CC=1.C([O-])=O.[NH4+]. The catalyst is CO.[Pd]. The product is [CH3:13][C:10]1([C:14]2[CH:15]=[CH:16][C:17]([NH:20][C:21](=[O:29])[C:22]3[CH:27]=[CH:26][CH:25]=[CH:24][CH:23]=3)=[CH:18][CH:19]=2)[CH2:11][CH2:12][NH:8][CH2:9]1. The yield is 0.480.